Regression. Given two drug SMILES strings and cell line genomic features, predict the synergy score measuring deviation from expected non-interaction effect. From a dataset of NCI-60 drug combinations with 297,098 pairs across 59 cell lines. (1) Drug 1: COC1=CC(=CC(=C1O)OC)C2C3C(COC3=O)C(C4=CC5=C(C=C24)OCO5)OC6C(C(C7C(O6)COC(O7)C8=CC=CS8)O)O. Drug 2: CC12CCC3C(C1CCC2O)C(CC4=C3C=CC(=C4)O)CCCCCCCCCS(=O)CCCC(C(F)(F)F)(F)F. Cell line: T-47D. Synergy scores: CSS=36.8, Synergy_ZIP=-10.1, Synergy_Bliss=-7.09, Synergy_Loewe=-3.81, Synergy_HSA=-0.308. (2) Drug 1: CC1=C(C=C(C=C1)NC2=NC=CC(=N2)N(C)C3=CC4=NN(C(=C4C=C3)C)C)S(=O)(=O)N.Cl. Drug 2: CC(CN1CC(=O)NC(=O)C1)N2CC(=O)NC(=O)C2. Cell line: RXF 393. Synergy scores: CSS=26.5, Synergy_ZIP=6.26, Synergy_Bliss=8.75, Synergy_Loewe=10.7, Synergy_HSA=11.2. (3) Drug 1: CC1=CC=C(C=C1)C2=CC(=NN2C3=CC=C(C=C3)S(=O)(=O)N)C(F)(F)F. Drug 2: CCC1(C2=C(COC1=O)C(=O)N3CC4=CC5=C(C=CC(=C5CN(C)C)O)N=C4C3=C2)O.Cl. Cell line: IGROV1. Synergy scores: CSS=15.7, Synergy_ZIP=-1.31, Synergy_Bliss=0.634, Synergy_Loewe=-38.8, Synergy_HSA=-1.94. (4) Drug 1: C1=C(C(=O)NC(=O)N1)F. Drug 2: CNC(=O)C1=NC=CC(=C1)OC2=CC=C(C=C2)NC(=O)NC3=CC(=C(C=C3)Cl)C(F)(F)F. Cell line: MOLT-4. Synergy scores: CSS=35.8, Synergy_ZIP=10.3, Synergy_Bliss=4.92, Synergy_Loewe=8.56, Synergy_HSA=9.30. (5) Drug 2: C1C(C(OC1N2C=NC(=NC2=O)N)CO)O. Synergy scores: CSS=11.6, Synergy_ZIP=-2.47, Synergy_Bliss=2.91, Synergy_Loewe=2.74, Synergy_HSA=3.24. Cell line: NCI-H460. Drug 1: CNC(=O)C1=NC=CC(=C1)OC2=CC=C(C=C2)NC(=O)NC3=CC(=C(C=C3)Cl)C(F)(F)F. (6) Drug 1: C1CCC(CC1)NC(=O)N(CCCl)N=O. Drug 2: CCCCC(=O)OCC(=O)C1(CC(C2=C(C1)C(=C3C(=C2O)C(=O)C4=C(C3=O)C=CC=C4OC)O)OC5CC(C(C(O5)C)O)NC(=O)C(F)(F)F)O. Cell line: LOX IMVI. Synergy scores: CSS=31.0, Synergy_ZIP=-10.8, Synergy_Bliss=-4.69, Synergy_Loewe=-1.07, Synergy_HSA=-0.779. (7) Drug 1: C#CCC(CC1=CN=C2C(=N1)C(=NC(=N2)N)N)C3=CC=C(C=C3)C(=O)NC(CCC(=O)O)C(=O)O. Drug 2: C1CN(CCN1C(=O)CCBr)C(=O)CCBr. Cell line: HCC-2998. Synergy scores: CSS=10.8, Synergy_ZIP=-3.72, Synergy_Bliss=3.44, Synergy_Loewe=-2.68, Synergy_HSA=-2.68.